Dataset: Reaction yield outcomes from USPTO patents with 853,638 reactions. Task: Predict the reaction yield, written as a fraction of the theoretical maximum amount of product (1.0 means a 100% yield; for example, 0.34 means a 34% yield). (1) The yield is 0.830. The reactants are [Cl:1][C:2]1[CH:3]=[C:4]([N:9]2[C:13](=[O:14])[O:12][N:11]=[C:10]2[C:15]2[C:19]([CH2:20][OH:21])=[N:18][O:17][N:16]=2)[CH:5]=[CH:6][C:7]=1[F:8].C(N(CC)CC)C.[CH3:29][S:30](Cl)(=[O:32])=[O:31]. The product is [CH3:29][S:30]([O:21][CH2:20][C:19]1[C:15]([C:10]2[N:9]([C:4]3[CH:5]=[CH:6][C:7]([F:8])=[C:2]([Cl:1])[CH:3]=3)[C:13](=[O:14])[O:12][N:11]=2)=[N:16][O:17][N:18]=1)(=[O:32])=[O:31]. The catalyst is C(Cl)Cl.O. (2) The reactants are C1(C)C=CC(S([O-])(=O)=O)=CC=1.[NH+]1C=CC=CC=1.[CH2:18]([O:25][C:26]1[CH:31]=[CH:30][N:29]([C:32]2[CH:37]=[CH:36][C:35]([O:38]C3CCCCO3)=[CH:34][CH:33]=2)[C:28](=[O:45])[CH:27]=1)[C:19]1[CH:24]=[CH:23][CH:22]=[CH:21][CH:20]=1. The catalyst is C(O)C. The product is [CH2:18]([O:25][C:26]1[CH:31]=[CH:30][N:29]([C:32]2[CH:33]=[CH:34][C:35]([OH:38])=[CH:36][CH:37]=2)[C:28](=[O:45])[CH:27]=1)[C:19]1[CH:24]=[CH:23][CH:22]=[CH:21][CH:20]=1. The yield is 0.980. (3) The reactants are [CH3:1][C:2]1[CH:6]=[CH:5][NH:4][N:3]=1.[H-].[Na+].F[C:10]1[CH:11]=[N:12][CH:13]=[CH:14][CH:15]=1.O. The catalyst is CN(C)C=O. The product is [CH3:1][C:2]1[CH:6]=[CH:5][N:4]([C:10]2[CH:11]=[N:12][CH:13]=[CH:14][CH:15]=2)[N:3]=1.[CH3:1][C:2]1[N:3]([C:10]2[CH:11]=[N:12][CH:13]=[CH:14][CH:15]=2)[N:4]=[CH:5][CH:6]=1. The yield is 0.512. (4) The reactants are [CH2:1]([N:8]([CH2:20][C:21]1[CH:26]=[CH:25][CH:24]=[C:23]([O:27][CH3:28])[CH:22]=1)[CH2:9][C:10]([C:12]1[CH:17]=[CH:16][C:15]([O:18][CH3:19])=[CH:14][CH:13]=1)=[O:11])[C:2]1[CH:7]=[CH:6][CH:5]=[CH:4][CH:3]=1.[BH4-].[Na+].O. The catalyst is CO. The product is [CH2:1]([N:8]([CH2:20][C:21]1[CH:26]=[CH:25][CH:24]=[C:23]([O:27][CH3:28])[CH:22]=1)[CH2:9][CH:10]([C:12]1[CH:17]=[CH:16][C:15]([O:18][CH3:19])=[CH:14][CH:13]=1)[OH:11])[C:2]1[CH:3]=[CH:4][CH:5]=[CH:6][CH:7]=1. The yield is 0.930.